Dataset: Full USPTO retrosynthesis dataset with 1.9M reactions from patents (1976-2016). Task: Predict the reactants needed to synthesize the given product. (1) Given the product [C:17](/[CH:16]=[CH:15]/[C:7]1[C:6]([NH:20][S:21]([C:24]2[CH:29]=[CH:28][CH:27]=[CH:26][CH:25]=2)(=[O:23])=[O:22])=[C:5]([C:3]([OH:4])=[O:2])[C:14]2[CH2:13][CH2:12][CH2:11][CH2:10][C:9]=2[CH:8]=1)([OH:19])=[O:18], predict the reactants needed to synthesize it. The reactants are: C[O:2][C:3]([C:5]1[C:14]2[CH2:13][CH2:12][CH2:11][CH2:10][C:9]=2[CH:8]=[C:7](/[CH:15]=[CH:16]/[C:17]([OH:19])=[O:18])[C:6]=1[NH:20][S:21]([C:24]1[CH:29]=[CH:28][CH:27]=[CH:26][CH:25]=1)(=[O:23])=[O:22])=[O:4].[Li+].[OH-]. (2) Given the product [CH3:18][O:19][C:20]([C:22]1([CH2:35][C:36]2[CH:41]=[CH:40][CH:39]=[CH:38][CH:37]=2)[CH2:23][CH2:24][N:25]([C:28]([O:30][C:31]([CH3:34])([CH3:33])[CH3:32])=[O:29])[CH2:26][CH2:27]1)=[O:21], predict the reactants needed to synthesize it. The reactants are: C(N)(C)C.C([Li])CCC.[Li+].CC([N-]C(C)C)C.[CH3:18][O:19][C:20]([CH:22]1[CH2:27][CH2:26][N:25]([C:28]([O:30][C:31]([CH3:34])([CH3:33])[CH3:32])=[O:29])[CH2:24][CH2:23]1)=[O:21].[CH2:35](Br)[C:36]1[CH:41]=[CH:40][CH:39]=[CH:38][CH:37]=1.[Cl-].[NH4+]. (3) Given the product [NH:12]1[C:13]2[C:18](=[CH:17][CH:16]=[CH:15][CH:14]=2)[C:10]([C:8](=[O:9])[CH:26]([NH:33][C:34]2[CH:39]=[CH:38][CH:37]=[C:36]([O:40][CH3:41])[CH:35]=2)[C:27]2[CH:28]=[CH:29][CH:30]=[CH:31][CH:32]=2)=[N:11]1, predict the reactants needed to synthesize it. The reactants are: C(N(CC)CC)C.[CH:8]([C:10]1[C:18]2[C:13](=[CH:14][CH:15]=[CH:16][CH:17]=2)[N:12](C(OC(C)(C)C)=O)[N:11]=1)=[O:9].[CH:26](=[N:33][C:34]1[CH:39]=[CH:38][CH:37]=[C:36]([O:40][CH3:41])[CH:35]=1)[C:27]1[CH:32]=[CH:31][CH:30]=[CH:29][CH:28]=1. (4) Given the product [C:1]([C:29]1[C:28]([CH3:31])=[CH:27][C:10]([O:11][CH2:12][C:13]2[CH:18]=[CH:17][CH:16]=[CH:15][C:14]=2/[C:19](=[CH:24]\[O:25][CH3:26])/[C:20]([O:22][CH3:23])=[O:21])=[C:9]([CH3:8])[CH:30]=1)(=[O:3])[CH3:2], predict the reactants needed to synthesize it. The reactants are: [C:1](OC(=O)C)(=[O:3])[CH3:2].[CH3:8][C:9]1[CH:30]=[CH:29][C:28]([CH3:31])=[CH:27][C:10]=1[O:11][CH2:12][C:13]1[CH:18]=[CH:17][CH:16]=[CH:15][C:14]=1/[C:19](=[CH:24]\[O:25][CH3:26])/[C:20]([O:22][CH3:23])=[O:21].[OH-].[Na+]. (5) Given the product [OH:19][N:11]1[C:12](=[O:18])[C:13]2[S:17][CH:16]=[CH:15][C:14]=2[N:9]([CH2:8][C:5]2[CH:6]=[N:7][C:2]([C:27]3[CH:26]=[CH:25][C:24]([O:23][C:22]([F:21])([F:33])[F:34])=[CH:29][CH:28]=3)=[CH:3][CH:4]=2)[C:10]1=[O:20], predict the reactants needed to synthesize it. The reactants are: Cl[C:2]1[N:7]=[CH:6][C:5]([CH2:8][N:9]2[C:14]3[CH:15]=[CH:16][S:17][C:13]=3[C:12](=[O:18])[N:11]([OH:19])[C:10]2=[O:20])=[CH:4][CH:3]=1.[F:21][C:22]([F:34])([F:33])[O:23][C:24]1[CH:29]=[CH:28][C:27](B(O)O)=[CH:26][CH:25]=1. (6) Given the product [NH2:21][C:22]1[CH:31]=[CH:30][C:25]2[N:26]=[C:27]([S:29][CH:3]([CH3:20])[C:4]([NH:6][CH2:7][CH2:8][N:9]([CH2:11][C:12]3[CH:17]=[CH:16][C:15]([Cl:18])=[C:14]([Cl:19])[CH:13]=3)[CH3:10])=[O:5])[S:28][C:24]=2[CH:23]=1, predict the reactants needed to synthesize it. The reactants are: Cl.Br[CH:3]([CH3:20])[C:4]([NH:6][CH2:7][CH2:8][N:9]([CH2:11][C:12]1[CH:17]=[CH:16][C:15]([Cl:18])=[C:14]([Cl:19])[CH:13]=1)[CH3:10])=[O:5].[NH2:21][C:22]1[CH:31]=[CH:30][C:25]2[N:26]=[C:27]([SH:29])[S:28][C:24]=2[CH:23]=1. (7) Given the product [C:26]([O:29][CH2:30][C:31]1[C:32]([N:40]2[CH2:51][CH2:50][N:49]3[C:42](=[CH:43][C:44]4[CH2:45][C:46]([CH3:53])([CH3:52])[CH2:47][C:48]=43)[C:41]2=[O:54])=[N:33][CH:34]=[CH:35][C:36]=1[C:2]1[CH:3]=[C:4]([NH:10][C:11]2[CH:16]=[CH:15][C:14]([C:17]([N:19]3[CH2:24][CH2:23][O:22][CH2:21][C@H:20]3[CH3:25])=[O:18])=[CH:13][N:12]=2)[C:5](=[O:9])[N:6]([CH3:8])[N:7]=1)(=[O:28])[CH3:27], predict the reactants needed to synthesize it. The reactants are: Cl[C:2]1[CH:3]=[C:4]([NH:10][C:11]2[CH:16]=[CH:15][C:14]([C:17]([N:19]3[CH2:24][CH2:23][O:22][CH2:21][C@H:20]3[CH3:25])=[O:18])=[CH:13][N:12]=2)[C:5](=[O:9])[N:6]([CH3:8])[N:7]=1.[C:26]([O:29][CH2:30][C:31]1[C:32]([N:40]2[CH2:51][CH2:50][N:49]3[C:42](=[CH:43][C:44]4[CH2:45][C:46]([CH3:53])([CH3:52])[CH2:47][C:48]=43)[C:41]2=[O:54])=[N:33][CH:34]=[CH:35][C:36]=1B(O)O)(=[O:28])[CH3:27].[O-]P([O-])([O-])=O.[K+].[K+].[K+].C([O-])(=O)C.[Na+]. (8) Given the product [CH:43]1([O:42][N:37]2[C:36]([CH3:51])([CH3:52])[CH2:35][CH:34]([NH:182][CH2:164][CH2:165][CH2:166][CH2:167][CH2:168][CH2:169][CH2:170][CH2:171][CH2:172][CH2:173][CH2:174][CH2:175][CH2:176][CH2:177][CH2:178][CH2:179][CH2:180][CH3:181])[CH2:39][C:38]2([CH3:40])[CH3:41])[CH2:44][CH2:45][CH2:46][CH2:47][CH2:48]1, predict the reactants needed to synthesize it. The reactants are: C(O[CH:34]1[CH2:39][C:38]([CH3:41])([CH3:40])[N:37]([O:42][CH2:43][CH2:44][CH2:45][CH2:46][CH2:47][CH2:48]CC)[C:36]([CH3:52])([CH3:51])[CH2:35]1)(=O)CCCCCCCCC(OC1CC(C)(C)N(OCCCCCCCC)C(C)(C)C1)=O.N1CCC(O)CC1.C1(ON2C(C)(C)CC(CCCCNC3N=C(NCCCCC4CC(C)(C)N(OC5CCCCC5)C(C)(C)C4)N=C(Cl)N=3)CC2(C)C)CCCCC1.NN1C(C)(C)CC(CCCCCCC2CC(C)(C)N(N)C(C)(C)C2)CC1(C)C.ClC1N=C(N(CCCC)CCCC)N=C(N(CCCC)CCCC)N=1.[CH2:164]([N:182](CCCCCCCCCCCCCCCCCC)O)[CH2:165][CH2:166][CH2:167][CH2:168][CH2:169][CH2:170][CH2:171][CH2:172][CH2:173][CH2:174][CH2:175][CH2:176][CH2:177][CH2:178][CH2:179][CH2:180][CH3:181]. (9) Given the product [CH2:1]([C:3]1[N:8]=[C:7]([NH2:9])[CH:6]=[CH:5][C:4]=1[I:17])[CH3:2], predict the reactants needed to synthesize it. The reactants are: [CH2:1]([C:3]1[N:8]=[C:7]([NH2:9])[CH:6]=[CH:5][CH:4]=1)[CH3:2].C1C(=O)N([I:17])C(=O)C1.